This data is from Catalyst prediction with 721,799 reactions and 888 catalyst types from USPTO. The task is: Predict which catalyst facilitates the given reaction. Reactant: [Cl:1][C:2]1[CH:3]=[CH:4][C:5]([F:12])=[C:6]([CH:11]=1)[C:7]([O:9][CH3:10])=[O:8].[N+:13]([O-])([OH:15])=[O:14]. Product: [Cl:1][C:2]1[CH:3]=[C:4]([N+:13]([O-:15])=[O:14])[C:5]([F:12])=[C:6]([CH:11]=1)[C:7]([O:9][CH3:10])=[O:8]. The catalyst class is: 65.